From a dataset of CYP2C9 inhibition data for predicting drug metabolism from PubChem BioAssay. Regression/Classification. Given a drug SMILES string, predict its absorption, distribution, metabolism, or excretion properties. Task type varies by dataset: regression for continuous measurements (e.g., permeability, clearance, half-life) or binary classification for categorical outcomes (e.g., BBB penetration, CYP inhibition). Dataset: cyp2c9_veith. (1) The molecule is COc1ccc(Oc2ncc3nc(-c4cccs4)c(=O)n(CCC#N)c3n2)cc1. The result is 1 (inhibitor). (2) The drug is COc1ccc(Oc2ncc3nc(-c4cccs4)c(=O)n(C)c3n2)cc1. The result is 1 (inhibitor). (3) The molecule is CCOC(=O)CCN1C(=O)[C@H]2CC[C@@H]3/C(=N\OCC(C)C)C[C@@H](O)[C@@H](O)[C@@H]3[C@@H]2C1=O. The result is 0 (non-inhibitor). (4) The compound is C[C@@]12CCC(=O)C=C1CC[C@H]1[C@H]2CC[C@]2(C)[C@](O)(C(=O)CO)CC[C@@]12O. The result is 0 (non-inhibitor). (5) The compound is CC[C@@H]1CN2CCc3cc(OC)c(OC)cc3[C@H]2C[C@@H]1C[C@H]1NCCc2cc(OC)c(OC)cc21. The result is 0 (non-inhibitor).